Task: Predict the reactants needed to synthesize the given product.. Dataset: Full USPTO retrosynthesis dataset with 1.9M reactions from patents (1976-2016) (1) Given the product [F:2][C:3]1([F:9])[CH2:8][CH2:7][N:6]([C:18]([O:20][C:21]2[CH:22]=[CH:23][C:24]([N+:27]([O-:29])=[O:28])=[CH:25][CH:26]=2)=[O:19])[CH2:5][CH2:4]1, predict the reactants needed to synthesize it. The reactants are: Cl.[F:2][C:3]1([F:9])[CH2:8][CH2:7][NH:6][CH2:5][CH2:4]1.C(N(CC)CC)C.Cl[C:18]([O:20][C:21]1[CH:26]=[CH:25][C:24]([N+:27]([O-:29])=[O:28])=[CH:23][CH:22]=1)=[O:19]. (2) Given the product [CH3:1][C@@H:2]1[C@@H:3]([NH:11][C:73]([CH:72]2[CH2:71][CH2:70][S:69](=[O:77])(=[O:76])[N:68]2[CH2:67][C:66]2[CH:78]=[CH:79][CH:80]=[C:64]([CH2:63][NH:62][C@H:54]([CH2:53][N:51]([CH3:50])[CH3:52])[CH2:55][C:56]3[CH:61]=[CH:60][CH:59]=[CH:58][CH:57]=3)[CH:65]=2)=[O:74])[CH2:4][C@H:5]2[CH2:6][C@@H:7]1[C:8]2([CH3:10])[CH3:9], predict the reactants needed to synthesize it. The reactants are: [CH3:1][C@H:2]1[CH:7]2[C:8]([CH3:10])([CH3:9])[CH:5]([CH2:6]2)[CH2:4][C@@H:3]1[NH2:11].F[B-](F)(F)F.N1(OC(N(C)C)=[N+](C)C)C2C=CC=CC=2N=N1.N[C@@H](CCSSCC[C@H](N)C(O)=O)C(O)=O.[CH3:50][N:51]([CH2:53][C@@H:54]([NH:62][CH2:63][C:64]1[CH:65]=[C:66]([CH:78]=[CH:79][CH:80]=1)[CH2:67][N:68]1[CH:72]([C:73](O)=[O:74])[CH2:71][CH2:70][S:69]1(=[O:77])=[O:76])[CH2:55][C:56]1[CH:61]=[CH:60][CH:59]=[CH:58][CH:57]=1)[CH3:52].C(N(CC)C(C)C)(C)C. (3) Given the product [CH2:42]([NH:44][C:36]([CH2:35][CH2:34][CH2:33]/[CH:32]=[CH:31]\[CH2:30][C@H:12]1[C@@H:13]([OH:23])[CH2:14][C@@H:15]([OH:16])[C@@H:11]1[CH2:10][O:9][C:7](=[S:8])[NH:6][CH2:5][C:4]1[CH:39]=[CH:40][CH:41]=[C:2]([Cl:1])[CH:3]=1)=[O:38])[CH3:43], predict the reactants needed to synthesize it. The reactants are: [Cl:1][C:2]1[CH:3]=[C:4]([CH:39]=[CH:40][CH:41]=1)[CH2:5][NH:6][C:7]([O:9][CH2:10][C@@H:11]1[C@@H:15]([O:16]C2CCCCO2)[CH2:14][C@@H:13]([O:23]C2CCCCO2)[C@H:12]1[CH2:30]/[CH:31]=[CH:32]\[CH2:33][CH2:34][CH2:35][C:36]([OH:38])=O)=[S:8].[CH2:42]([NH2:44])[CH3:43]. (4) Given the product [CH2:15]([N:22]1[CH2:26][CH2:25][C:24]([NH:27][CH2:12][C:4]2[C:3](=[O:14])[N:2]([CH3:1])[C:11]3[C:6]([CH:5]=2)=[CH:7][CH:8]=[CH:9][CH:10]=3)([CH3:28])[CH2:23]1)[C:16]1[CH:17]=[CH:18][CH:19]=[CH:20][CH:21]=1, predict the reactants needed to synthesize it. The reactants are: [CH3:1][N:2]1[C:11]2[C:6](=[CH:7][CH:8]=[CH:9][CH:10]=2)[CH:5]=[C:4]([CH:12]=O)[C:3]1=[O:14].[CH2:15]([N:22]1[CH2:26][CH2:25][C:24]([CH3:28])([NH2:27])[CH2:23]1)[C:16]1[CH:21]=[CH:20][CH:19]=[CH:18][CH:17]=1.C(O)(=O)C.C(O[BH-](OC(=O)C)OC(=O)C)(=O)C.[Na+]. (5) Given the product [CH3:35][N:36]([CH3:46])[C:37]1[CH:42]=[C:41]([C:14]2[CH:15]=[C:10]([CH:5]([CH2:6][CH:7]([CH3:8])[CH3:9])[C:4]([OH:3])=[O:34])[CH:11]=[C:12]([C:24]3[CH:29]=[CH:28][C:27]([C:30]([F:32])([F:33])[F:31])=[CH:26][CH:25]=3)[CH:13]=2)[CH:40]=[CH:39][CH:38]=1, predict the reactants needed to synthesize it. The reactants are: C([O:3][C:4](=[O:34])[CH:5]([C:10]1[CH:11]=[C:12]([C:24]2[CH:29]=[CH:28][C:27]([C:30]([F:33])([F:32])[F:31])=[CH:26][CH:25]=2)[CH:13]=[C:14](OS(C(F)(F)F)(=O)=O)[CH:15]=1)[CH2:6][CH:7]([CH3:9])[CH3:8])C.[CH3:35][N:36]([CH3:46])[C:37]1[CH:38]=[C:39](B(O)O)[CH:40]=[CH:41][CH:42]=1. (6) Given the product [NH2:17][CH2:18][C:19]([NH:1][C@H:2]([C:8]([OH:10])=[O:9])[CH2:3][CH2:4][C:5](=[O:7])[NH2:6])=[O:20].[CH3:2][O:34][C:32](=[O:33])[CH2:31][NH2:26], predict the reactants needed to synthesize it. The reactants are: [NH2:1][C@H:2]([C:8]([OH:10])=[O:9])[CH2:3][CH2:4][C:5](=[O:7])[NH2:6].B([O-])([O-])[O-].C([N:26]([CH2:31][C:32]([OH:34])=[O:33])CC(O)=O)C[N:17](CC(O)=O)[CH2:18][C:19](O)=[O:20]. (7) Given the product [O:34]=[C:35]1[C:43]2[C:38](=[CH:39][CH:40]=[CH:41][CH:42]=2)[C:37](=[O:44])[N:36]1[CH2:45][C:46]([O:33][C:30]([CH3:32])([CH3:31])[CH2:29][N:6]1[C:7]2[C:16]3[CH:15]=[CH:14][CH:13]=[CH:12][C:11]=3[N:10]=[C:9]([N:17]3[C:18](=[O:27])[C:19]4[C:24](=[CH:23][CH:22]=[CH:21][CH:20]=4)[C:25]3=[O:26])[C:8]=2[N:28]=[C:5]1[CH2:4][O:3][CH2:1][CH3:2])=[O:47], predict the reactants needed to synthesize it. The reactants are: [CH2:1]([O:3][CH2:4][C:5]1[N:6]([CH2:29][C:30]([OH:33])([CH3:32])[CH3:31])[C:7]2[C:16]3[CH:15]=[CH:14][CH:13]=[CH:12][C:11]=3[N:10]=[C:9]([N:17]3[C:25](=[O:26])[C:24]4[C:19](=[CH:20][CH:21]=[CH:22][CH:23]=4)[C:18]3=[O:27])[C:8]=2[N:28]=1)[CH3:2].[O:34]=[C:35]1[C:43]2[C:38](=[CH:39][CH:40]=[CH:41][CH:42]=2)[C:37](=[O:44])[N:36]1[CH2:45][C:46](O)=[O:47].N1(C2C=CN=CC=2)CCCC1.C(N=C=NC(C)C)(C)C. (8) Given the product [CH3:1][O:2][C:3]([C:5]1([NH:11][C:12]([O:14][C:15]([CH3:16])([CH3:18])[CH3:17])=[O:13])[CH2:7][CH:6]1[CH2:8][CH2:9][CH3:10])=[O:4], predict the reactants needed to synthesize it. The reactants are: [CH3:1][O:2][C:3]([C:5]1([NH:11][C:12]([O:14][C:15]([CH3:18])([CH3:17])[CH3:16])=[O:13])[CH2:7][CH:6]1[CH2:8][CH:9]=[CH2:10])=[O:4]. (9) The reactants are: [CH3:1][C@H:2]1[CH2:8][NH:7][CH2:6][C:5]2[CH:9]=[CH:10][C:11]([C:13]([O:15][CH3:16])=[O:14])=[CH:12][C:4]=2[O:3]1.C=O.[BH-](OC(C)=O)(OC(C)=O)O[C:21](C)=O.[Na+]. Given the product [CH3:1][C@H:2]1[CH2:8][N:7]([CH3:21])[CH2:6][C:5]2[CH:9]=[CH:10][C:11]([C:13]([O:15][CH3:16])=[O:14])=[CH:12][C:4]=2[O:3]1, predict the reactants needed to synthesize it.